This data is from Tyrosyl-DNA phosphodiesterase HTS with 341,365 compounds. The task is: Binary Classification. Given a drug SMILES string, predict its activity (active/inactive) in a high-throughput screening assay against a specified biological target. The molecule is O=C(Nc1c(OC)ccc(c1)C)C(n1nnc(c1C(OCC)=O)C(OCC)=O)CC. The result is 0 (inactive).